Dataset: Forward reaction prediction with 1.9M reactions from USPTO patents (1976-2016). Task: Predict the product of the given reaction. (1) Given the reactants Cl.[NH2:2][CH2:3][CH2:4][NH:5][C:6]([NH:8][C:9]1[CH:14]=[CH:13][C:12]([O:15][CH2:16][C:17]2[CH:22]=[CH:21][CH:20]=[CH:19][CH:18]=2)=[CH:11][CH:10]=1)=[O:7].[CH:23](=O)[C:24]1[CH:29]=[CH:28][CH:27]=[CH:26][CH:25]=1.[BH4-].[Na+], predict the reaction product. The product is: [CH2:23]([NH:2][CH2:3][CH2:4][NH:5][C:6]([NH:8][C:9]1[CH:14]=[CH:13][C:12]([O:15][CH2:16][C:17]2[CH:22]=[CH:21][CH:20]=[CH:19][CH:18]=2)=[CH:11][CH:10]=1)=[O:7])[C:24]1[CH:29]=[CH:28][CH:27]=[CH:26][CH:25]=1. (2) Given the reactants [Li+].C[Si]([N-][Si](C)(C)C)(C)C.[CH:11]1[C:20]2[C:15](=[CH:16][CH:17]=[CH:18][CH:19]=2)[CH:14]=[CH:13][CH:12]=1.[CH3:21][NH:22][CH3:23].[CH2:24]1C[O:27][CH2:26][CH2:25]1, predict the reaction product. The product is: [CH3:21][N:22]([CH3:23])[C:11]1[CH:12]=[CH:13][CH:14]=[C:15]2[C:20]=1[CH:19]=[C:18]1[C:26](=[O:27])[CH2:25][CH2:24][C:17]1=[CH:16]2. (3) Given the reactants [CH2:1]([C@@H:5]1[N:10]([CH2:11][C:12]2[CH:16]=[C:15]([C:17]3C=C[CH:20]=[CH:19][CH:18]=3)[O:14][N:13]=2)[CH2:9][C@H:8]([CH2:23][CH:24]([CH3:26])[CH3:25])[NH:7][C:6]1=[O:27])[CH:2]([CH3:4])[CH3:3].C([C@@H]1NC[C@H](CC(C)C)NC1=[O:42])C(C)C.O1C=CC=C1C1ON=C(C=O)C=1, predict the reaction product. The product is: [O:42]1[CH:20]=[CH:19][CH:18]=[C:17]1[C:15]1[O:14][N:13]=[C:12]([CH2:11][N:10]2[CH2:9][C@H:8]([CH2:23][CH:24]([CH3:26])[CH3:25])[NH:7][C:6](=[O:27])[C@@H:5]2[CH2:1][CH:2]([CH3:4])[CH3:3])[CH:16]=1. (4) Given the reactants [NH2:1][C:2]1[CH:7]=[CH:6][C:5]([OH:8])=[CH:4][CH:3]=1.N1C=CC=CC=1.Cl[C:16]([O:18][CH2:19][CH3:20])=[O:17], predict the reaction product. The product is: [CH2:19]([O:18][C:16]([NH:1][C:2]1[CH:7]=[CH:6][C:5]([OH:8])=[CH:4][CH:3]=1)=[O:17])[CH3:20]. (5) Given the reactants [C:1]([C:4]1[N:5]=[C:6]([CH2:24][CH3:25])[C:7]([O:11][CH:12]2[CH2:16][CH2:15][N:14]([C:17]([O:19][C:20]([CH3:23])([CH3:22])[CH3:21])=[O:18])[CH2:13]2)=[N:8][C:9]=1Cl)(=[O:3])[NH2:2].[CH3:26][N:27]1[CH2:32][CH2:31][N:30]([C:33]2[CH:39]=[CH:38][C:36]([NH2:37])=[CH:35][CH:34]=2)[CH2:29][CH2:28]1.C(N(C(C)C)CC)(C)C.CN(C)C=O, predict the reaction product. The product is: [C:1]([C:4]1[N:5]=[C:6]([CH2:24][CH3:25])[C:7]([O:11][CH:12]2[CH2:16][CH2:15][N:14]([C:17]([O:19][C:20]([CH3:23])([CH3:22])[CH3:21])=[O:18])[CH2:13]2)=[N:8][C:9]=1[NH:37][C:36]1[CH:35]=[CH:34][C:33]([N:30]2[CH2:29][CH2:28][N:27]([CH3:26])[CH2:32][CH2:31]2)=[CH:39][CH:38]=1)(=[O:3])[NH2:2]. (6) The product is: [OH:1][C:2]1([CH:8]([C:24]2[CH:29]=[CH:28][C:27]([O:30][CH3:38])=[C:26]([O:31][C:32]([F:34])([F:35])[F:33])[CH:25]=2)[C:9]([N:11]2[CH2:12][CH2:13][N:14]([C:17]([O:19][C:20]([CH3:23])([CH3:22])[CH3:21])=[O:18])[CH2:15][CH2:16]2)=[O:10])[CH2:3][CH2:4][CH2:5][CH2:6][CH2:7]1. Given the reactants [OH:1][C:2]1([CH:8]([C:24]2[CH:29]=[CH:28][C:27]([OH:30])=[C:26]([O:31][C:32]([F:35])([F:34])[F:33])[CH:25]=2)[C:9]([N:11]2[CH2:16][CH2:15][N:14]([C:17]([O:19][C:20]([CH3:23])([CH3:22])[CH3:21])=[O:18])[CH2:13][CH2:12]2)=[O:10])[CH2:7][CH2:6][CH2:5][CH2:4][CH2:3]1.IC.[C:38](=O)([O-])[O-].[K+].[K+], predict the reaction product.